Task: Predict the product of the given reaction.. Dataset: Forward reaction prediction with 1.9M reactions from USPTO patents (1976-2016) (1) Given the reactants O1CCC[CH2:2]1.[CH3:6][O:7][C:8](=[O:17])[CH2:9][C:10]1[CH:15]=[CH:14][C:13](=[O:16])[NH:12][CH:11]=1.C([O-])([O-])=O.[Cs+].[Cs+], predict the reaction product. The product is: [CH3:6][O:7][C:8](=[O:17])[CH2:9][C:10]1[CH:15]=[CH:14][C:13](=[O:16])[N:12]([CH3:2])[CH:11]=1. (2) Given the reactants [F:1][C:2]([Si](C)(C)C)([F:4])[F:3].[F:9][CH:10]([F:34])[C:11]1[CH:16]=[CH:15][N:14]=[C:13]([NH:17][C:18]2[CH:19]=[C:20]([C:25]3[CH:26]=[N:27][N:28]([CH2:30][C:31](=[O:33])[CH3:32])[CH:29]=3)[CH:21]=[C:22]([CH3:24])[CH:23]=2)[N:12]=1.[F-].[Cs+].Cl, predict the reaction product. The product is: [F:34][CH:10]([F:9])[C:11]1[CH:16]=[CH:15][N:14]=[C:13]([NH:17][C:18]2[CH:19]=[C:20]([C:25]3[CH:26]=[N:27][N:28]([CH2:30][C:31]([CH3:32])([OH:33])[C:2]([F:4])([F:3])[F:1])[CH:29]=3)[CH:21]=[C:22]([CH3:24])[CH:23]=2)[N:12]=1. (3) Given the reactants Cl[C:2]1[N:11]=[C:10](Cl)[C:9]2[C:4](=[CH:5][CH:6]=[CH:7][CH:8]=2)[N:3]=1.[F:13][C:14]1[CH:15]=[C:16]([CH:19]=[CH:20][C:21]=1[F:22])[CH2:17][NH2:18].[C:23]1([CH2:31][NH2:32])[CH:28]=[CH:27][CH:26]=[C:25]([CH2:29][NH2:30])[CH:24]=1, predict the reaction product. The product is: [NH2:30][CH2:29][C:25]1[CH:24]=[C:23]([CH:28]=[CH:27][CH:26]=1)[CH2:31][NH:32][C:2]1[N:11]=[C:10]([NH:18][CH2:17][C:16]2[CH:19]=[CH:20][C:21]([F:22])=[C:14]([F:13])[CH:15]=2)[C:9]2[C:4](=[CH:5][CH:6]=[CH:7][CH:8]=2)[N:3]=1. (4) Given the reactants [F:1][C:2]1[C:7]([F:8])=[CH:6][CH:5]=[CH:4][C:3]=1[N:9]1[CH:13]=[CH:12][C:11]([NH2:14])=[N:10]1.[O:15]=[C:16]1[N:20]2[CH2:21][CH2:22][C@H:23]([CH2:25][C:26](O)=[O:27])[CH2:24][C@@H:19]2[CH2:18][O:17]1, predict the reaction product. The product is: [F:1][C:2]1[C:7]([F:8])=[CH:6][CH:5]=[CH:4][C:3]=1[N:9]1[CH:13]=[CH:12][C:11]([NH:14][C:26](=[O:27])[CH2:25][C@H:23]2[CH2:22][CH2:21][N:20]3[C:16](=[O:15])[O:17][CH2:18][C@H:19]3[CH2:24]2)=[N:10]1. (5) Given the reactants Br[CH2:2][CH2:3][CH2:4][OH:5].[Cl:6][C:7]([Cl:18])=[CH:8][CH2:9][O:10][C:11]1[CH:16]=[CH:15][C:14]([OH:17])=[CH:13][CH:12]=1.[OH-].[Na+].S(=O)(=O)(O)O, predict the reaction product. The product is: [Cl:6][C:7]([Cl:18])=[CH:8][CH2:9][O:10][C:11]1[CH:16]=[CH:15][C:14]([O:17][CH2:2][CH2:3][CH2:4][OH:5])=[CH:13][CH:12]=1. (6) Given the reactants C(O[C@@H]1[C@@H](O)[C@H](OCC2C=CC=CC=2)[C@@H](COCC2C=CC=CC=2)O[C@H]1[O:34][C@@H:35]1[C@@H:40]([CH2:41][O:42]CC2C=CC=CC=2)[O:39][C@H:38]([O:50][C@@H:51]2[C@@H:80]([O:81]CC3C=CC=CC=3)[C@H:79]([O:89]CC3C=CC=CC=3)[C@@H:78]([CH2:97][O:98]CC3C=CC=CC=3)[O:77][C@@H:52]2[O:53][CH2:54][CH2:55][CH2:56][CH2:57][CH:58](C(OCC2C=CC=CC=2)=O)[NH:59]CC2C=CC=CC=2)[C@H:37]([O:106]CC2C=CC=CC=2)[C@H:36]1[OH:114])(=O)C1C=CC=CC=1.C1COCC1.CC(O)=O, predict the reaction product. The product is: [CH:38]1([O:50][C@@H:51]2[C@@H:80]([OH:81])[C@H:79]([OH:89])[C@@H:78]([CH2:97][OH:98])[O:77][C@@H:52]2[O:53][CH2:54][CH2:55][CH2:56][CH2:57][CH2:58][NH2:59])[O:39][C@H:40]([CH2:41][OH:42])[C@@H:35]([OH:34])[C@H:36]([OH:114])[C@H:37]1[OH:106]. (7) Given the reactants [Cl:1][C:2]1[CH:3]=[C:4]([CH:19]=[CH:20][C:21]=1[C:22](O)=[O:23])[C:5]([NH:7][CH2:8][C:9]1[NH:13][C:12]2[CH:14]=[CH:15][C:16]([Cl:18])=[CH:17][C:11]=2[N:10]=1)=[O:6].[CH3:25]N(C(ON1N=NC2C=CC=CC1=2)=[N+](C)C)C.[B-](F)(F)(F)F.C(N(C(C)C)CC)(C)C.[O:56]=[C:57]1[CH2:62][NH:61][CH2:60][CH2:59][NH:58]1.ClCl, predict the reaction product. The product is: [Cl:18][C:16]1[CH:15]=[CH:14][C:12]2[NH:13][C:9]([CH:8]([NH:7][C:5](=[O:6])[C:4]3[CH:19]=[CH:20][C:21]([C:22]([N:61]4[CH2:60][CH2:59][NH:58][C:57](=[O:56])[CH2:62]4)=[O:23])=[C:2]([Cl:1])[CH:3]=3)[CH3:25])=[N:10][C:11]=2[CH:17]=1. (8) Given the reactants O1[CH:5]=[CH:4][C:3]([C:6]2[C:7]([O:28][CH3:29])=[C:8]([C:14]([CH2:17][S:18]([C:21]3[CH:26]=[CH:25][CH:24]=[CH:23][C:22]=3C)(=[O:20])=[O:19])=[CH:15][CH:16]=2)[C:9]([O:11][CH2:12][CH3:13])=[O:10])=[CH:2]1.[C:30]1(S(CC2C(C(OCC)=O)=C(OC)C(Br)=CC=2)(=O)=O)C=CC=C[CH:31]=1.C1(B(O)O)C=CC=CC=1, predict the reaction product. The product is: [C:21]1([S:18]([CH2:17][C:14]2[C:8]([C:9]([O:11][CH2:12][CH3:13])=[O:10])=[C:7]([O:28][CH3:29])[C:6]([C:3]3[CH:2]=[CH:31][CH:30]=[CH:5][CH:4]=3)=[CH:16][CH:15]=2)(=[O:19])=[O:20])[CH:22]=[CH:23][CH:24]=[CH:25][CH:26]=1. (9) Given the reactants [NH:1]([CH2:4][CH3:5])[CH2:2][CH3:3].[Br:6][C:7]([F:14])([F:13])[C:8]([O:10]CC)=O, predict the reaction product. The product is: [Br:6][C:7]([F:13])([F:14])[C:8]([N:1]([CH2:4][CH3:5])[CH2:2][CH3:3])=[O:10]. (10) Given the reactants [C:1]([O:9][CH2:10]C)(=[O:8])[CH2:2][C:3]([O:5][CH2:6]C)=[O:4].[H-].[Na+].Br[CH2:15][C:16]([CH3:18])=[CH2:17].[Cl-].[NH4+], predict the reaction product. The product is: [CH3:17][C:16](=[CH2:15])[CH2:18][CH:2]([C:1]([O:9][CH3:10])=[O:8])[C:3]([O:5][CH3:6])=[O:4].